Task: Predict the reactants needed to synthesize the given product.. Dataset: Full USPTO retrosynthesis dataset with 1.9M reactions from patents (1976-2016) (1) Given the product [C:27]([C:26]1[CH:22]=[N:23][N:24]2[C:5]([C:7]3[CH:8]=[C:9]([N:13]([CH3:19])[C:14]([CH:16]4[CH2:17][CH2:18]4)=[O:15])[CH:10]=[CH:11][CH:12]=3)=[CH:4][CH:3]=[N:2][C:20]=12)(=[O:28])[C:29]1[CH:34]=[CH:33][CH:32]=[CH:31][CH:30]=1, predict the reactants needed to synthesize it. The reactants are: C[N:2]([CH3:20])[CH:3]=[CH:4][C:5]([C:7]1[CH:8]=[C:9]([N:13]([CH3:19])[C:14]([CH:16]2[CH2:18][CH2:17]2)=[O:15])[CH:10]=[CH:11][CH:12]=1)=O.N[C:22]1[C:26]([C:27]([C:29]2[CH:34]=[CH:33][CH:32]=[CH:31][CH:30]=2)=[O:28])=C[NH:24][N:23]=1. (2) Given the product [I:1][C:10]1[CH:9]=[CH:8][C:7]2=[N:3][C:4](=[O:12])[N:5]=[C:6]2[CH:11]=1, predict the reactants needed to synthesize it. The reactants are: [I:1]Cl.[N:3]1[C:4](=[O:12])[N:5]=[C:6]2[CH:11]=[CH:10][CH:9]=[CH:8][C:7]=12. (3) Given the product [C:1]([O:5][C:6]([N:8]1[CH2:13][CH2:12][CH:11]([CH2:14][NH:15][C:16]2[C:21]([O:24][CH3:23])=[N:20][CH:19]=[CH:18][N:17]=2)[CH2:10][CH2:9]1)=[O:7])([CH3:4])([CH3:3])[CH3:2], predict the reactants needed to synthesize it. The reactants are: [C:1]([O:5][C:6]([N:8]1[CH2:13][CH2:12][CH:11]([CH2:14][NH:15][C:16]2[C:21](Cl)=[N:20][CH:19]=[CH:18][N:17]=2)[CH2:10][CH2:9]1)=[O:7])([CH3:4])([CH3:3])[CH3:2].[CH3:23][O-:24].[Na+].